This data is from Forward reaction prediction with 1.9M reactions from USPTO patents (1976-2016). The task is: Predict the product of the given reaction. (1) Given the reactants [NH2:1][C:2]1[N:3]=[CH:4][C:5]([C:8]2[C:9]([F:19])=[C:10]([OH:18])[C:11]([CH:14]3[CH2:17][CH2:16][CH2:15]3)=[CH:12][CH:13]=2)=[N:6][CH:7]=1.Br[CH2:21][C:22]1[C:27]([Cl:28])=[CH:26][CH:25]=[CH:24][C:23]=1[Cl:29], predict the reaction product. The product is: [CH:14]1([C:11]2[CH:12]=[CH:13][C:8]([C:5]3[N:6]=[CH:7][C:2]([NH2:1])=[N:3][CH:4]=3)=[C:9]([F:19])[C:10]=2[O:18][CH2:21][C:22]2[C:27]([Cl:28])=[CH:26][CH:25]=[CH:24][C:23]=2[Cl:29])[CH2:15][CH2:16][CH2:17]1. (2) Given the reactants [CH2:1]([OH:10])[C@@H:2]([C@H:4]([C@@H:6]([CH2:8][OH:9])[OH:7])[OH:5])[OH:3].[C:11]([OH:24])(=[O:23])[CH2:12][CH2:13][CH2:14][CH2:15][CH2:16][CH2:17][CH2:18][CH2:19][CH2:20][CH2:21][CH3:22], predict the reaction product. The product is: [C:11]([OH:24])(=[O:23])[CH2:12][CH2:13][CH2:14][CH2:15][CH2:16][CH2:17][CH2:18][CH2:19][CH2:20][CH2:21][CH3:22].[CH2:1]([OH:10])[C@@H:2]([C@H:4]([C@@H:6]([CH2:8][OH:9])[OH:7])[OH:5])[OH:3]. (3) Given the reactants [F:1][C:2]1[CH:7]=[C:6]([N+:8]([O-:10])=[O:9])[CH:5]=[CH:4][C:3]=1[CH:11](C(OC)=O)[C:12]([O:14][CH3:15])=[O:13].[Na+].[Cl-], predict the reaction product. The product is: [F:1][C:2]1[CH:7]=[C:6]([N+:8]([O-:10])=[O:9])[CH:5]=[CH:4][C:3]=1[CH2:11][C:12]([O:14][CH3:15])=[O:13]. (4) Given the reactants Br[C:2]1[CH:7]=[CH:6][N:5]=[CH:4][C:3]=1[N:8]([CH3:25])[C:9](=[O:24])[C:10]1[CH:15]=[C:14]([C:16]([F:19])([F:18])[F:17])[CH:13]=[C:12]([C:20]([F:23])([F:22])[F:21])[CH:11]=1.[F:26][C:27]1[CH:32]=[CH:31][C:30](B(O)O)=[C:29]([O:36][CH3:37])[CH:28]=1, predict the reaction product. The product is: [F:26][C:27]1[CH:32]=[CH:31][C:30]([C:2]2[CH:7]=[CH:6][N:5]=[CH:4][C:3]=2[N:8]([CH3:25])[C:9](=[O:24])[C:10]2[CH:15]=[C:14]([C:16]([F:19])([F:18])[F:17])[CH:13]=[C:12]([C:20]([F:23])([F:22])[F:21])[CH:11]=2)=[C:29]([O:36][CH3:37])[CH:28]=1. (5) The product is: [CH2:10]([C:9]1[CH:8]=[C:7]([C:12](=[O:22])[NH:13][CH2:14][C:15]2[CH:20]=[CH:19][CH:18]=[C:17]([OH:21])[CH:16]=2)[S:6][C:5]=1[C:3]([OH:4])=[O:2])[CH3:11]. Given the reactants C[O:2][C:3]([C:5]1[S:6][C:7]([C:12](=[O:22])[NH:13][CH2:14][C:15]2[CH:20]=[CH:19][CH:18]=[C:17]([OH:21])[CH:16]=2)=[CH:8][C:9]=1[CH2:10][CH3:11])=[O:4].O.[OH-].[Li+].C1COCC1.Cl, predict the reaction product.